Dataset: Reaction yield outcomes from USPTO patents with 853,638 reactions. Task: Predict the reaction yield, written as a fraction of the theoretical maximum amount of product (1.0 means a 100% yield; for example, 0.34 means a 34% yield). (1) The reactants are Cl[CH2:2][C:3]([C@@H:5]1[CH2:10][CH2:9][CH2:8][CH2:7][C@H:6]1[C:11]([O:13][CH3:14])=[O:12])=O.[O:15]1[CH2:20][CH2:19][CH:18]([C:21](=[S:23])[NH2:22])[CH2:17][CH2:16]1. The catalyst is O1CCOCC1. The product is [O:15]1[CH2:20][CH2:19][CH:18]([C:21]2[S:23][CH:2]=[C:3]([C@@H:5]3[CH2:10][CH2:9][CH2:8][CH2:7][C@H:6]3[C:11]([O:13][CH3:14])=[O:12])[N:22]=2)[CH2:17][CH2:16]1. The yield is 0.820. (2) The reactants are [Cl:1][C:2]1[CH:32]=[CH:31][CH:30]=[C:29]([C:33]([F:36])([F:35])[F:34])[C:3]=1[C:4]([N:6]1[C:14]2[C:9](=NC=[C:12]([C:15](O)=[O:16])[CH:13]=2)[C:8]([C:18]2[CH:23]=[CH:22][C:21]([C:24]([O:26][CH3:27])=[O:25])=[CH:20][C:19]=2F)=[N:7]1)=[O:5].[NH:37]1[CH2:42][CH2:41][O:40][CH2:39][CH2:38]1.[CH2:43]1CN([P+](ON2N=NC3C=CC=NC2=3)(N2CCCC2)N2CCCC2)C[CH2:44]1.F[P-](F)(F)(F)(F)F. The catalyst is C(Cl)Cl.CCOC(C)=O. The product is [Cl:1][C:2]1[CH:32]=[CH:31][CH:30]=[C:29]([C:33]([F:34])([F:35])[F:36])[C:3]=1[C:4]([N:6]1[C:14]2[C:9](=[CH:43][CH:44]=[C:12]([C:15]([N:37]3[CH2:42][CH2:41][O:40][CH2:39][CH2:38]3)=[O:16])[CH:13]=2)[C:8]([C:18]2[CH:23]=[CH:22][C:21]([C:24]([O:26][CH3:27])=[O:25])=[CH:20][CH:19]=2)=[N:7]1)=[O:5]. The yield is 0.950. (3) The reactants are [Cl:1][C:2]1[CH:3]=[C:4]([CH:6]=[CH:7][CH:8]=1)[NH2:5].Cl.[N:10]([O-])=O.[Na+].C([O-])(=O)C.[Na+].[Cl:19][CH:20]([S:24]([CH3:27])(=[O:26])=[O:25])C(=O)C. The catalyst is O.CC(C)=O.C(O)(=O)C. The product is [Cl:1][C:2]1[CH:3]=[C:4]([NH:5][N:10]=[C:20]([Cl:19])[S:24]([CH3:27])(=[O:26])=[O:25])[CH:6]=[CH:7][CH:8]=1. The yield is 0.810. (4) The reactants are C(OC([NH:8][CH2:9][C@H:10]([N:15]1[CH2:20][CH2:19][N:18]([S:21]([CH3:24])(=[O:23])=[O:22])[CH2:17][CH2:16]1)[C:11]([O:13][CH3:14])=[O:12])=O)(C)(C)C.[ClH:25]. The catalyst is CO.C(O)(C)C.C(OCC)C. The product is [ClH:25].[ClH:25].[NH2:8][CH2:9][C@H:10]([N:15]1[CH2:20][CH2:19][N:18]([S:21]([CH3:24])(=[O:23])=[O:22])[CH2:17][CH2:16]1)[C:11]([O:13][CH3:14])=[O:12]. The yield is 0.940. (5) The reactants are [CH3:1][O:2][C:3]([CH:5]1[C:9]([CH3:10])=[C:8]([C:11]2[CH:16]=[CH:15][CH:14]=[CH:13][C:12]=2[C:17]([F:20])([F:19])[F:18])[NH:7][CH2:6]1)=[O:4]. The catalyst is C1(C)C=CC=CC=1.[Pd]. The product is [CH3:1][O:2][C:3]([C:5]1[C:9]([CH3:10])=[C:8]([C:11]2[CH:16]=[CH:15][CH:14]=[CH:13][C:12]=2[C:17]([F:20])([F:19])[F:18])[NH:7][CH:6]=1)=[O:4]. The yield is 0.290.